From a dataset of Forward reaction prediction with 1.9M reactions from USPTO patents (1976-2016). Predict the product of the given reaction. (1) Given the reactants [H-].[Na+].[CH3:3][N:4]([CH3:17])[C:5]([C:7]1[CH:8]=[C:9]2[C:13](=[CH:14][CH:15]=1)[NH:12][C:11](=[O:16])[CH2:10]2)=[O:6].Cl[C:19]1[C:28]2[C:23](=[CH:24][C:25]([O:29][CH2:30][CH2:31][CH2:32][N:33]3[CH2:38][CH2:37][O:36][CH2:35][CH2:34]3)=[CH:26][CH:27]=2)[N:22]=[CH:21][N:20]=1, predict the reaction product. The product is: [CH3:3][N:4]([CH3:17])[C:5]([C:7]1[CH:8]=[C:9]2[C:13](=[CH:14][CH:15]=1)[NH:12][C:11](=[O:16])[CH:10]2[C:19]1[C:28]2[C:23](=[CH:24][C:25]([O:29][CH2:30][CH2:31][CH2:32][N:33]3[CH2:38][CH2:37][O:36][CH2:35][CH2:34]3)=[CH:26][CH:27]=2)[N:22]=[CH:21][N:20]=1)=[O:6]. (2) Given the reactants O1CCC(=CC(OCC)=O)CC1.[NH:13]1[C:18]2([CH2:23][CH2:22]OCC2)[CH2:17][C:16](=[O:24])[CH2:15][C:14]1=[O:25].C1(=CC(OCC)=O)CC1, predict the reaction product. The product is: [CH2:23]1[C:18]2([CH2:17][C:16](=[O:24])[CH2:15][C:14](=[O:25])[NH:13]2)[CH2:22]1. (3) Given the reactants Br[C:2]1[C:10]2[S:9][C:8]([NH:11][C:12]([NH:14][CH2:15][CH3:16])=[O:13])=[N:7][C:6]=2[CH:5]=[C:4]([C:17]2[CH:18]=[N:19][C:20]([N:23]3[CH2:28][CH2:27][C:26]([CH3:34])([C:29]([O:31][CH2:32][CH3:33])=[O:30])[CH2:25][CH2:24]3)=[N:21][CH:22]=2)[CH:3]=1.B1(B2OCC(C)(C)CO2)OCC(C)(C)CO1.C([O-])(=O)C.[K+].Cl[C:57]1[CH:62]=[C:61]([CH3:63])[CH:60]=[CH:59][N:58]=1.C([O-])([O-])=O.[Cs+].[Cs+], predict the reaction product. The product is: [CH2:15]([NH:14][C:12]([NH:11][C:8]1[S:9][C:10]2[C:2]([C:57]3[CH:62]=[C:61]([CH3:63])[CH:60]=[CH:59][N:58]=3)=[CH:3][C:4]([C:17]3[CH:22]=[N:21][C:20]([N:23]4[CH2:24][CH2:25][C:26]([CH3:34])([C:29]([O:31][CH2:32][CH3:33])=[O:30])[CH2:27][CH2:28]4)=[N:19][CH:18]=3)=[CH:5][C:6]=2[N:7]=1)=[O:13])[CH3:16]. (4) Given the reactants Br[CH2:2][CH2:3][CH2:4][CH2:5][CH2:6][CH2:7][CH2:8][CH2:9][CH2:10][CH2:11][CH2:12][CH2:13][CH2:14][CH3:15].[CH3:16][C:17]1[CH:22]=[CH:21][CH:20]=[C:19]([CH3:23])[C:18]=1[OH:24].C([O-])([O-])=O.[K+].[K+], predict the reaction product. The product is: [CH2:2]([O:24][C:18]1[C:19]([CH3:23])=[CH:20][CH:21]=[CH:22][C:17]=1[CH3:16])[CH2:3][CH2:4][CH2:5][CH2:6][CH2:7][CH2:8][CH2:9][CH2:10][CH2:11][CH2:12][CH2:13][CH2:14][CH3:15].